From a dataset of Reaction yield outcomes from USPTO patents with 853,638 reactions. Predict the reaction yield, written as a fraction of the theoretical maximum amount of product (1.0 means a 100% yield; for example, 0.34 means a 34% yield). (1) The reactants are C([O:3][C:4](=[O:41])[C:5]([CH3:40])([CH3:39])[CH2:6][O:7][C:8]1[CH:13]=[CH:12][C:11]([C:14]2[N:18]([C:19]([CH3:22])([CH3:21])[CH3:20])[C:17]3[CH:23]=[CH:24][C:25]([C:27]4[CH:28]=[N:29][C:30]([NH2:33])=[N:31][CH:32]=4)=[CH:26][C:16]=3[N:15]=2)=[C:10]([N:34]2[CH:38]=[N:37][CH:36]=[N:35]2)[CH:9]=1)C.[OH-].[Na+]. The catalyst is O1CCOCC1.O. The product is [NH2:33][C:30]1[N:29]=[CH:28][C:27]([C:25]2[CH:24]=[CH:23][C:17]3[N:18]([C:19]([CH3:22])([CH3:21])[CH3:20])[C:14]([C:11]4[CH:12]=[CH:13][C:8]([O:7][CH2:6][C:5]([CH3:39])([CH3:40])[C:4]([OH:41])=[O:3])=[CH:9][C:10]=4[N:34]4[CH:38]=[N:37][CH:36]=[N:35]4)=[N:15][C:16]=3[CH:26]=2)=[CH:32][N:31]=1. The yield is 0.700. (2) The reactants are C([BH3-])#N.[Na+].[NH:5]1[C:13]2[C:8](=[CH:9][C:10]([C:14]3[N:18]([C:19]4[CH:24]=[CH:23][C:22]([S:25]([NH2:28])(=[O:27])=[O:26])=[CH:21][CH:20]=4)[N:17]=[C:16]([C:29]([F:32])([F:31])[F:30])[CH:15]=3)=[CH:11][CH:12]=2)[CH:7]=[CH:6]1.C(=O)(O)[O-].[Na+]. The catalyst is C(O)(=O)C. The product is [NH:5]1[C:13]2[C:8](=[CH:9][C:10]([C:14]3[N:18]([C:19]4[CH:24]=[CH:23][C:22]([S:25]([NH2:28])(=[O:27])=[O:26])=[CH:21][CH:20]=4)[N:17]=[C:16]([C:29]([F:31])([F:32])[F:30])[CH:15]=3)=[CH:11][CH:12]=2)[CH2:7][CH2:6]1. The yield is 0.510. (3) The reactants are [NH2:1][C:2]1[CH:3]=[C:4]([CH:25]=[CH:26][C:27]=1[NH2:28])[C:5]([NH:7][N:8]=[C:9]([C:11]1[C:15]([OH:16])=[C:14]([C:17]2[CH:22]=[CH:21][C:20]([Cl:23])=[C:19]([Cl:24])[CH:18]=2)[S:13][CH:12]=1)[CH3:10])=[O:6].CC(C)([O-])C.[Na+].C1N=CN([C:40](N2C=NC=C2)=[S:41])C=1.Cl. The catalyst is O1CCCC1. The product is [Cl:24][C:19]1[CH:18]=[C:17]([C:14]2[S:13][CH:12]=[C:11]([C:9](=[N:8][NH:7][C:5]([C:4]3[CH:25]=[CH:26][C:27]4[NH:28][C:40](=[S:41])[NH:1][C:2]=4[CH:3]=3)=[O:6])[CH3:10])[C:15]=2[OH:16])[CH:22]=[CH:21][C:20]=1[Cl:23]. The yield is 0.520. (4) The yield is 0.400. The catalyst is C(Cl)Cl. The reactants are [NH2:1][CH2:2][C:3]1[C:12]2[C:7](=[CH:8][C:9]([O:15][CH3:16])=[C:10]([O:13][CH3:14])[CH:11]=2)[C:6]([C:17]([C:19]2[CH:24]=[C:23]([O:25][CH3:26])[CH:22]=[CH:21][C:20]=2[F:27])=[O:18])=[N:5][CH:4]=1.Cl.[F:29][C:30]([F:43])([F:42])[S:31](O[S:31]([C:30]([F:43])([F:42])[F:29])(=[O:33])=[O:32])(=[O:33])=[O:32].C(N(CC)C(C)C)(C)C. The product is [F:29][C:30]([F:43])([F:42])[S:31]([NH:1][CH2:2][C:3]1[C:12]2[C:7](=[CH:8][C:9]([O:15][CH3:16])=[C:10]([O:13][CH3:14])[CH:11]=2)[C:6]([C:17](=[O:18])[C:19]2[CH:24]=[C:23]([O:25][CH3:26])[CH:22]=[CH:21][C:20]=2[F:27])=[N:5][CH:4]=1)(=[O:33])=[O:32]. (5) The reactants are Cl[CH2:2][C:3]1[S:4][C:5]([C:8]2[CH:13]=[CH:12][C:11]([CH2:14][CH2:15][CH2:16][CH3:17])=[CH:10][CH:9]=2)=[CH:6][CH:7]=1.[CH2:18]([C@H:25]1[CH2:29][O:28][C:27](=[O:30])[N:26]1[C:31](=[O:46])[CH2:32][C@@H:33]([C:39]1[CH:44]=[CH:43][C:42]([OH:45])=[CH:41][CH:40]=1)[C:34]1[CH:38]=[CH:37][O:36][N:35]=1)[C:19]1[CH:24]=[CH:23][CH:22]=[CH:21][CH:20]=1.C([O-])([O-])=O.[Cs+].[Cs+]. The catalyst is CN(C=O)C.CCOC(C)=O. The product is [CH2:14]([C:11]1[CH:12]=[CH:13][C:8]([C:5]2[S:4][C:3]([CH2:2][O:45][C:42]3[CH:43]=[CH:44][C:39]([C@@H:33]([C:34]4[CH:38]=[CH:37][O:36][N:35]=4)[CH2:32][C:31]([N:26]4[C@@H:25]([CH2:18][C:19]5[CH:24]=[CH:23][CH:22]=[CH:21][CH:20]=5)[CH2:29][O:28][C:27]4=[O:30])=[O:46])=[CH:40][CH:41]=3)=[CH:7][CH:6]=2)=[CH:9][CH:10]=1)[CH2:15][CH2:16][CH3:17]. The yield is 0.320.